Dataset: Full USPTO retrosynthesis dataset with 1.9M reactions from patents (1976-2016). Task: Predict the reactants needed to synthesize the given product. (1) Given the product [F:1][C:2]1[CH:7]=[CH:6][CH:5]=[CH:4][C:3]=1[O:8][CH:16]([C:11]1[CH:12]=[CH:13][CH:14]=[CH:15][C:10]=1[F:9])[CH2:17][CH2:18][CH2:19][CH2:20][CH2:21][N:22]1[CH2:23][CH2:24][CH:25]([C:28]2[CH:29]=[C:30]([NH:34][C:35](=[O:39])[CH:36]([CH3:38])[CH3:37])[CH:31]=[CH:32][CH:33]=2)[CH2:26][CH2:27]1, predict the reactants needed to synthesize it. The reactants are: [F:1][C:2]1[CH:7]=[CH:6][CH:5]=[CH:4][C:3]=1[OH:8].[F:9][C:10]1[CH:15]=[CH:14][CH:13]=[CH:12][C:11]=1[CH:16](O)[CH2:17][CH2:18][CH2:19][CH2:20][CH2:21][N:22]1[CH2:27][CH2:26][CH:25]([C:28]2[CH:29]=[C:30]([NH:34][C:35](=[O:39])[CH:36]([CH3:38])[CH3:37])[CH:31]=[CH:32][CH:33]=2)[CH2:24][CH2:23]1. (2) Given the product [F:1][C:2]1[CH:11]=[C:10]([C:12]2[N:17]=[C:16]3[N:18]([CH2:21][C:22]4[CH:23]=[C:24]5[C:29](=[CH:30][CH:31]=4)[N:28]=[CH:27][CH:26]=[CH:25]5)[N:19]=[N:20][C:15]3=[CH:14][CH:13]=2)[CH:9]=[CH:8][C:3]=1[CH2:4][OH:5], predict the reactants needed to synthesize it. The reactants are: [F:1][C:2]1[CH:11]=[C:10]([C:12]2[N:17]=[C:16]3[N:18]([CH2:21][C:22]4[CH:23]=[C:24]5[C:29](=[CH:30][CH:31]=4)[N:28]=[CH:27][CH:26]=[CH:25]5)[N:19]=[N:20][C:15]3=[CH:14][CH:13]=2)[CH:9]=[CH:8][C:3]=1[C:4](OC)=[O:5].CC(C[AlH]CC(C)C)C.